Predict which catalyst facilitates the given reaction. From a dataset of Catalyst prediction with 721,799 reactions and 888 catalyst types from USPTO. Reactant: C(=O)([O-])[O-].[K+].[K+].[CH2:7](Br)[C:8]1[CH:13]=[CH:12][CH:11]=[CH:10][CH:9]=1.[O:15]=[C:16]1[NH:21][C:20]2[CH:22]=[C:23]([C:25]3[CH:30]=[CH:29][CH:28]=[CH:27][CH:26]=3)[S:24][C:19]=2[C:18](=[O:31])[N:17]1[CH:32]1[CH2:37][CH2:36][N:35]([C:38]([O:40][C:41]([CH3:44])([CH3:43])[CH3:42])=[O:39])[CH2:34][CH2:33]1. Product: [CH2:7]([N:21]1[C:20]2[CH:22]=[C:23]([C:25]3[CH:30]=[CH:29][CH:28]=[CH:27][CH:26]=3)[S:24][C:19]=2[C:18](=[O:31])[N:17]([CH:32]2[CH2:37][CH2:36][N:35]([C:38]([O:40][C:41]([CH3:43])([CH3:42])[CH3:44])=[O:39])[CH2:34][CH2:33]2)[C:16]1=[O:15])[C:8]1[CH:13]=[CH:12][CH:11]=[CH:10][CH:9]=1. The catalyst class is: 3.